From a dataset of Forward reaction prediction with 1.9M reactions from USPTO patents (1976-2016). Predict the product of the given reaction. (1) Given the reactants Cl[C:2]1[C:11]2[C:6](=[CH:7][CH:8]=[C:9]([CH3:12])[CH:10]=2)[N:5]=[C:4]([N:13]2[CH2:19][C:18]3[CH:20]=[CH:21][CH:22]=[CH:23][C:17]=3[S:16](=[O:25])(=[O:24])[CH2:15][CH2:14]2)[CH:3]=1.[C:26]1([NH2:33])[CH:31]=[CH:30][C:29]([NH2:32])=[CH:28][CH:27]=1, predict the reaction product. The product is: [O:24]=[S:16]1(=[O:25])[C:17]2[CH:23]=[CH:22][CH:21]=[CH:20][C:18]=2[CH2:19][N:13]([C:4]2[CH:3]=[C:2]([NH:32][C:29]3[CH:30]=[CH:31][C:26]([NH2:33])=[CH:27][CH:28]=3)[C:11]3[C:6](=[CH:7][CH:8]=[C:9]([CH3:12])[CH:10]=3)[N:5]=2)[CH2:14][CH2:15]1. (2) Given the reactants Cl.[NH2:2][OH:3].[N:4]1([CH2:10][CH2:11][CH2:12][NH:13][C:14]2[C:26]3[C:25]4[C:20](=[CH:21][C:22]([C:27]([O:29][CH3:30])=[O:28])=[CH:23][CH:24]=4)[NH:19][C:18]=3[N:17]=[C:16]([CH2:31][C:32]3[CH:37]=[CH:36][CH:35]=[C:34]([C:38](=O)[C:39]([F:42])([F:41])[F:40])[CH:33]=3)[N:15]=2)[CH2:9][CH2:8][CH2:7][CH2:6][CH2:5]1, predict the reaction product. The product is: [N:4]1([CH2:10][CH2:11][CH2:12][NH:13][C:14]2[C:26]3[C:25]4[C:20](=[CH:21][C:22]([C:27]([O:29][CH3:30])=[O:28])=[CH:23][CH:24]=4)[NH:19][C:18]=3[N:17]=[C:16]([CH2:31][C:32]3[CH:37]=[CH:36][CH:35]=[C:34]([C:38](=[N:2][OH:3])[C:39]([F:40])([F:41])[F:42])[CH:33]=3)[N:15]=2)[CH2:5][CH2:6][CH2:7][CH2:8][CH2:9]1. (3) Given the reactants [CH2:1]([N:4]([CH2:11][CH2:12][C:13]1[CH:18]=[CH:17][C:16]([Cl:19])=[CH:15][C:14]=1I)[C:5](=[O:10])[C:6]([F:9])([F:8])[F:7])[CH:2]=[CH2:3].CC([O-])=O.[K+].C1C=CC(P(C2C=CC=CC=2)C2C=CC=CC=2)=CC=1, predict the reaction product. The product is: [F:7][C:6]([F:9])([F:8])[C:5]([N:4]1[CH2:1][C:2](=[CH2:3])[C:14]2[CH:15]=[C:16]([Cl:19])[CH:17]=[CH:18][C:13]=2[CH2:12][CH2:11]1)=[O:10]. (4) Given the reactants ON1C(=O)C2=CC=CC=C2C1=O.[CH:13]1([C:19]2([CH:27]=[CH:26][CH:25]=[CH:24][CH2:23]2)C[O:21][OH:22])[CH2:18][CH2:17][CH2:16][CH2:15][CH2:14]1.[CH:28]1([C:34]2[CH:39]=[CH:38][CH:37]=[CH:36][CH:35]=2)[CH2:33][CH2:32][CH2:31][CH2:30][CH2:29]1, predict the reaction product. The product is: [O-:21][OH:22].[CH:19]1([C:13]2[CH:14]=[CH:15][CH:16]=[CH:17][CH:18]=2)[CH2:23][CH2:24][CH2:25][CH2:26][CH2:27]1.[CH:34]1([C:28]2[CH:29]=[CH:30][CH:31]=[CH:32][CH:33]=2)[CH2:35][CH2:36][CH2:37][CH2:38][CH2:39]1. (5) Given the reactants [CH:1]([C:4]1[CH:9]=[CH:8][CH:7]=[CH:6][C:5]=1[C:10]1[CH:11]=[C:12]2[C:16](=[CH:17][CH:18]=1)[C@@H:15]([OH:19])[CH2:14][CH2:13]2)([CH3:3])[CH3:2].[CH3:20][O:21][C:22](=[O:34])[CH2:23][C@H:24]1[C:28]2[CH:29]=[CH:30][C:31](O)=[CH:32][C:27]=2[O:26][CH2:25]1, predict the reaction product. The product is: [CH3:20][O:21][C:22](=[O:34])[CH2:23][C@H:24]1[C:28]2[CH:29]=[CH:30][C:31]([O:19][C@H:15]3[C:16]4[C:12](=[CH:11][C:10]([C:5]5[CH:6]=[CH:7][CH:8]=[CH:9][C:4]=5[CH:1]([CH3:3])[CH3:2])=[CH:18][CH:17]=4)[CH2:13][CH2:14]3)=[CH:32][C:27]=2[O:26][CH2:25]1. (6) The product is: [CH3:46][C:43]1[CH:42]=[CH:41][C:40]([CH2:39][C:28]2[CH:29]=[C:30]([OH:31])[C:25](=[O:24])[NH:26][N:27]=2)=[CH:45][CH:44]=1. Given the reactants OC1C(=O)NN=C(CCC2C=CC=CC=2)C=1.C([O:24][C:25]1[N:26]=[N:27][C:28]([CH2:39][C:40]2[CH:45]=[CH:44][C:43]([CH3:46])=[CH:42][CH:41]=2)=[CH:29][C:30]=1[O:31]CC1C=CC=CC=1)C1C=CC=CC=1.O1CCCC1, predict the reaction product.